From a dataset of Merck oncology drug combination screen with 23,052 pairs across 39 cell lines. Regression. Given two drug SMILES strings and cell line genomic features, predict the synergy score measuring deviation from expected non-interaction effect. (1) Drug 1: CN1C(=O)C=CC2(C)C3CCC4(C)C(NC(=O)OCC(F)(F)F)CCC4C3CCC12. Drug 2: NC1(c2ccc(-c3nc4ccn5c(=O)[nH]nc5c4cc3-c3ccccc3)cc2)CCC1. Cell line: A2058. Synergy scores: synergy=7.15. (2) Drug 1: O=S1(=O)NC2(CN1CC(F)(F)F)C1CCC2Cc2cc(C=CCN3CCC(C(F)(F)F)CC3)ccc2C1. Drug 2: NC1(c2ccc(-c3nc4ccn5c(=O)[nH]nc5c4cc3-c3ccccc3)cc2)CCC1. Cell line: RPMI7951. Synergy scores: synergy=20.7. (3) Drug 1: O=C(CCCCCCC(=O)Nc1ccccc1)NO. Drug 2: CCC1(O)C(=O)OCc2c1cc1n(c2=O)Cc2cc3c(CN(C)C)c(O)ccc3nc2-1. Cell line: ZR751. Synergy scores: synergy=12.2. (4) Drug 1: COc1cc(C2c3cc4c(cc3C(OC3OC5COC(C)OC5C(O)C3O)C3COC(=O)C23)OCO4)cc(OC)c1O. Drug 2: O=C(O)C1(Cc2cccc(Nc3nccs3)n2)CCC(Oc2cccc(Cl)c2F)CC1. Cell line: HT144. Synergy scores: synergy=-2.89. (5) Drug 1: CCC1=CC2CN(C1)Cc1c([nH]c3ccccc13)C(C(=O)OC)(c1cc3c(cc1OC)N(C)C1C(O)(C(=O)OC)C(OC(C)=O)C4(CC)C=CCN5CCC31C54)C2. Drug 2: O=C(NOCC(O)CO)c1ccc(F)c(F)c1Nc1ccc(I)cc1F. Cell line: OV90. Synergy scores: synergy=36.8. (6) Cell line: A375. Synergy scores: synergy=16.6. Drug 1: NC1(c2ccc(-c3nc4ccn5c(=O)[nH]nc5c4cc3-c3ccccc3)cc2)CCC1. Drug 2: O=C(NOCC(O)CO)c1ccc(F)c(F)c1Nc1ccc(I)cc1F. (7) Drug 1: Cc1nc(Nc2ncc(C(=O)Nc3c(C)cccc3Cl)s2)cc(N2CCN(CCO)CC2)n1. Drug 2: NC1CCCCC1N.O=C(O)C(=O)O.[Pt+2]. Cell line: LNCAP. Synergy scores: synergy=1.67.